This data is from Forward reaction prediction with 1.9M reactions from USPTO patents (1976-2016). The task is: Predict the product of the given reaction. (1) Given the reactants [CH3:1][C:2]1([CH3:19])[CH2:6][N:5]([C:7]2[CH:17]=[CH:16][C:10]([C:11]([O:13]CC)=O)=[CH:9][CH:8]=2)[C:4](=[O:18])[CH2:3]1.[CH3:20][C:21]1[C:22]([N:28]2[CH2:33][CH2:32][NH:31][CH2:30][CH2:29]2)=[N:23][CH:24]=[C:25]([CH3:27])[CH:26]=1, predict the reaction product. The product is: [CH3:20][C:21]1[C:22]([N:28]2[CH2:29][CH2:30][N:31]([C:11]([C:10]3[CH:9]=[CH:8][C:7]([N:5]4[CH2:6][C:2]([CH3:1])([CH3:19])[CH2:3][C:4]4=[O:18])=[CH:17][CH:16]=3)=[O:13])[CH2:32][CH2:33]2)=[N:23][CH:24]=[C:25]([CH3:27])[CH:26]=1. (2) The product is: [CH3:1][O:2][C:3]1[CH:8]=[CH:7][CH:6]=[CH:5][C:4]=1[NH:9][C:10]([NH2:12])=[S:11].[ClH:13]. Given the reactants [CH3:1][O:2][C:3]1[CH:8]=[CH:7][CH:6]=[CH:5][C:4]=1[NH:9][C:10]([NH2:12])=[S:11].[ClH:13], predict the reaction product. (3) Given the reactants [CH3:1][O:2][C:3]1[CH:4]=[C:5]2[C:10](=[CH:11][C:12]=1[O:13][CH3:14])[N:9]=[CH:8][CH:7]=[C:6]2[O:15][C:16]1[C:22]([CH3:23])=[CH:21][C:19]([NH2:20])=[C:18]([CH3:24])[CH:17]=1.C(N(CC)CC)C.ClC(Cl)(O[C:36](=[O:42])OC(Cl)(Cl)Cl)Cl.[N:44]1([CH2:49][CH2:50][NH2:51])[CH2:48][CH2:47][CH2:46][CH2:45]1, predict the reaction product. The product is: [CH3:1][O:2][C:3]1[CH:4]=[C:5]2[C:10](=[CH:11][C:12]=1[O:13][CH3:14])[N:9]=[CH:8][CH:7]=[C:6]2[O:15][C:16]1[C:22]([CH3:23])=[CH:21][C:19]([NH:20][C:36]([NH:51][CH2:50][CH2:49][N:44]2[CH2:48][CH2:47][CH2:46][CH2:45]2)=[O:42])=[C:18]([CH3:24])[CH:17]=1.